Dataset: Catalyst prediction with 721,799 reactions and 888 catalyst types from USPTO. Task: Predict which catalyst facilitates the given reaction. (1) Reactant: C[O:2][C:3]([C:5]1[CH:10]=[CH:9][C:8]([C:11]2[CH:16]=[CH:15][CH:14]=[CH:13][C:12]=2[Cl:17])=[CH:7][CH:6]=1)=[O:4].[OH-].[Na+].Cl. Product: [Cl:17][C:12]1[CH:13]=[CH:14][CH:15]=[CH:16][C:11]=1[C:8]1[CH:9]=[CH:10][C:5]([C:3]([OH:4])=[O:2])=[CH:6][CH:7]=1. The catalyst class is: 1. (2) Reactant: [OH:1][C:2]1[C:11]2[C:6](=[N:7][CH:8]=[CH:9][CH:10]=2)[N:5]([CH2:12][CH2:13][CH:14]([CH3:16])[CH3:15])[C:4](=[O:17])[C:3]=1[C:18]1[NH:23][C:22]2[CH:24]=[CH:25][C:26]([NH:28][S:29]([NH:32][CH2:33][CH2:34][NH:35]C(=O)OC(C)(C)C)(=[O:31])=[O:30])=[CH:27][C:21]=2[S:20](=[O:44])(=[O:43])[N:19]=1.Cl. Product: [NH2:35][CH2:34][CH2:33][NH:32][S:29]([NH:28][C:26]1[CH:25]=[CH:24][C:22]2[NH:23][C:18]([C:3]3[C:4](=[O:17])[N:5]([CH2:12][CH2:13][CH:14]([CH3:16])[CH3:15])[C:6]4[C:11]([C:2]=3[OH:1])=[CH:10][CH:9]=[CH:8][N:7]=4)=[N:19][S:20](=[O:43])(=[O:44])[C:21]=2[CH:27]=1)(=[O:30])=[O:31]. The catalyst class is: 12. (3) Product: [CH3:1][O:2][C:3]1[CH:8]=[C:7]([CH3:9])[C:6]([S:10]([N:13]2[CH2:22][CH2:21][C:20]3[C:15](=[CH:16][C:17]([CH2:23][OH:24])=[CH:18][CH:19]=3)[CH2:14]2)(=[O:11])=[O:12])=[C:5]([CH3:27])[CH:4]=1. Reactant: [CH3:1][O:2][C:3]1[CH:8]=[C:7]([CH3:9])[C:6]([S:10]([N:13]2[CH2:22][CH2:21][C:20]3[C:15](=[CH:16][C:17]([C:23](OC)=[O:24])=[CH:18][CH:19]=3)[CH2:14]2)(=[O:12])=[O:11])=[C:5]([CH3:27])[CH:4]=1.[H-].[H-].[H-].[H-].[Li+].[Al+3].C1COCC1.O. The catalyst class is: 1.